This data is from Catalyst prediction with 721,799 reactions and 888 catalyst types from USPTO. The task is: Predict which catalyst facilitates the given reaction. Reactant: [I:1][C:2]1[CH:10]=[C:9]2[C:5]([CH:6]=[N:7][NH:8]2)=[CH:4][CH:3]=1.[H-].[Na+].Cl[C:14]1[N:19]=[CH:18][N:17]=[C:16]([NH2:20])[CH:15]=1. Product: [I:1][C:2]1[CH:10]=[C:9]2[C:5]([CH:6]=[N:7][N:8]2[C:14]2[N:19]=[CH:18][N:17]=[C:16]([NH2:20])[CH:15]=2)=[CH:4][CH:3]=1. The catalyst class is: 3.